This data is from Catalyst prediction with 721,799 reactions and 888 catalyst types from USPTO. The task is: Predict which catalyst facilitates the given reaction. (1) Reactant: [NH2:1][C:2]1[NH:6][N:5]=[C:4]([CH3:7])[C:3]=1[C:8]([NH2:10])=[O:9].[CH:11](N)=O. Product: [CH3:7][C:4]1[N:5]=[N:6][C:2]2[C:3]=1[C:8](=[O:9])[N:10]=[CH:11][N:1]=2. The catalyst class is: 6. (2) Reactant: [F:1][C:2]1[CH:3]=[C:4]([CH2:19][CH2:20][OH:21])[CH:5]=[CH:6][C:7]=1[O:8][C:9]1[CH:14]=[CH:13][CH:12]=[C:11]([C:15]([F:18])([F:17])[F:16])[N:10]=1.[N:22]#[C:23][NH2:24].OS(C(F)(F)F)(=O)=O. Product: [C:23](=[NH:22])([O:21][CH2:20][CH2:19][C:4]1[CH:5]=[CH:6][C:7]([O:8][C:9]2[CH:14]=[CH:13][CH:12]=[C:11]([C:15]([F:16])([F:17])[F:18])[N:10]=2)=[C:2]([F:1])[CH:3]=1)[NH2:24]. The catalyst class is: 1.